From a dataset of NCI-60 drug combinations with 297,098 pairs across 59 cell lines. Regression. Given two drug SMILES strings and cell line genomic features, predict the synergy score measuring deviation from expected non-interaction effect. (1) Drug 1: C1=C(C(=O)NC(=O)N1)F. Drug 2: CNC(=O)C1=NC=CC(=C1)OC2=CC=C(C=C2)NC(=O)NC3=CC(=C(C=C3)Cl)C(F)(F)F. Cell line: LOX IMVI. Synergy scores: CSS=45.2, Synergy_ZIP=-2.20, Synergy_Bliss=-2.49, Synergy_Loewe=0.360, Synergy_HSA=2.81. (2) Drug 1: COC1=CC(=CC(=C1O)OC)C2C3C(COC3=O)C(C4=CC5=C(C=C24)OCO5)OC6C(C(C7C(O6)COC(O7)C8=CC=CS8)O)O. Drug 2: C1CN1P(=S)(N2CC2)N3CC3. Cell line: T-47D. Synergy scores: CSS=26.8, Synergy_ZIP=-11.1, Synergy_Bliss=-9.72, Synergy_Loewe=-33.9, Synergy_HSA=-7.06. (3) Drug 1: C1=CN(C=N1)CC(O)(P(=O)(O)O)P(=O)(O)O. Drug 2: C1=NNC2=C1C(=O)NC=N2. Cell line: MALME-3M. Synergy scores: CSS=7.17, Synergy_ZIP=0.272, Synergy_Bliss=0.781, Synergy_Loewe=1.68, Synergy_HSA=-1.85. (4) Drug 1: C1CC(=O)NC(=O)C1N2CC3=C(C2=O)C=CC=C3N. Drug 2: C1C(C(OC1N2C=NC3=C(N=C(N=C32)Cl)N)CO)O. Cell line: OVCAR-5. Synergy scores: CSS=2.87, Synergy_ZIP=-3.33, Synergy_Bliss=-3.83, Synergy_Loewe=-3.11, Synergy_HSA=-3.08. (5) Drug 1: CN(C)N=NC1=C(NC=N1)C(=O)N. Drug 2: CCCCC(=O)OCC(=O)C1(CC(C2=C(C1)C(=C3C(=C2O)C(=O)C4=C(C3=O)C=CC=C4OC)O)OC5CC(C(C(O5)C)O)NC(=O)C(F)(F)F)O. Cell line: RPMI-8226. Synergy scores: CSS=14.6, Synergy_ZIP=2.89, Synergy_Bliss=9.63, Synergy_Loewe=5.76, Synergy_HSA=7.47. (6) Drug 1: CC=C1C(=O)NC(C(=O)OC2CC(=O)NC(C(=O)NC(CSSCCC=C2)C(=O)N1)C(C)C)C(C)C. Drug 2: CC1=C(C(=CC=C1)Cl)NC(=O)C2=CN=C(S2)NC3=CC(=NC(=N3)C)N4CCN(CC4)CCO. Cell line: HOP-62. Synergy scores: CSS=40.2, Synergy_ZIP=-1.39, Synergy_Bliss=-7.60, Synergy_Loewe=-48.7, Synergy_HSA=-7.02. (7) Drug 1: CN1CCC(CC1)COC2=C(C=C3C(=C2)N=CN=C3NC4=C(C=C(C=C4)Br)F)OC. Drug 2: C1CC(=O)NC(=O)C1N2CC3=C(C2=O)C=CC=C3N. Cell line: HS 578T. Synergy scores: CSS=-4.60, Synergy_ZIP=5.68, Synergy_Bliss=2.77, Synergy_Loewe=-2.98, Synergy_HSA=-3.87. (8) Drug 1: CCC1(CC2CC(C3=C(CCN(C2)C1)C4=CC=CC=C4N3)(C5=C(C=C6C(=C5)C78CCN9C7C(C=CC9)(C(C(C8N6C=O)(C(=O)OC)O)OC(=O)C)CC)OC)C(=O)OC)O.OS(=O)(=O)O. Drug 2: CCC1=C2CN3C(=CC4=C(C3=O)COC(=O)C4(CC)O)C2=NC5=C1C=C(C=C5)O. Cell line: 786-0. Synergy scores: CSS=17.6, Synergy_ZIP=-2.46, Synergy_Bliss=-0.770, Synergy_Loewe=-12.4, Synergy_HSA=-1.16. (9) Drug 1: C1=C(C(=O)NC(=O)N1)F. Drug 2: C1CN(P(=O)(OC1)NCCCl)CCCl. Cell line: SNB-19. Synergy scores: CSS=29.3, Synergy_ZIP=3.25, Synergy_Bliss=2.39, Synergy_Loewe=-11.7, Synergy_HSA=2.21. (10) Drug 1: CCN(CC)CCCC(C)NC1=C2C=C(C=CC2=NC3=C1C=CC(=C3)Cl)OC. Drug 2: CN(C(=O)NC(C=O)C(C(C(CO)O)O)O)N=O. Cell line: MCF7. Synergy scores: CSS=18.6, Synergy_ZIP=-0.0484, Synergy_Bliss=5.97, Synergy_Loewe=2.09, Synergy_HSA=2.08.